Task: Binary Classification. Given a miRNA mature sequence and a target amino acid sequence, predict their likelihood of interaction.. Dataset: Experimentally validated miRNA-target interactions with 360,000+ pairs, plus equal number of negative samples (1) The miRNA is mmu-miR-3061-5p with sequence CAGUGGGCCGUGAAAGGUAGCC. The protein sequence of the target gene is MLSRICGNGIRLTRTRLQFQPSIVTFRDYSNPAPKRGFLNNLIDNVRDEMQKNKELQEHQQQLKARMQELNESDALKDARKKFEIVEKETLKSSEVVKQKIEELSDHMKKMVHEIQKTEAGKKMTEAGAEALKQARKAAEHVEKVAEKVGDTEVYKHVSTSMKTVKDEIDNIADVRMYSRPEALTKRTDGFDLEKERVVEANDSATDVTLHKDSKWYSGWKNFSESNTYYHKLLDWKIKYDESDNMAVRMMRGVTEKIGSVFSGQNEVSEVLTEIHKIDANFDKQEWLRFCETKIIPNIL.... Result: 0 (no interaction). (2) The miRNA is dre-miR-125b-5p with sequence UCCCUGAGACCCUAACUUGUGA. The protein sequence of the target gene is MAGLRRPQPGCYCRTAAAVNLLLGVFQVLLPCCRPGGAQGQAIEPLPNVVELWQAEEGELLLPTQGDSEEGLEEPSQEQSFSDKLFSGKGLHFQPSVLDFGIQFLGHPVAKILHAYNPSRDSEVVVNSVFAAAGHFHVPPVPCRVIPAMGKTSFRIIFLPTEEGSIESSLFINTSSYGVLSYHVSGIGTRRISTEGSAKQLPNAYFLLPKVQSIQLSQMQAETTNTSLLQVQLECSLHNKVCQQLKGCYLESDDVLRLQMSIMVTMENFSKEFEENTQHLLDHLSIVYVATDESETSDDS.... Result: 0 (no interaction). (3) The miRNA is hsa-miR-6130 with sequence UGAGGGAGUGGAUUGUAUG. The protein sequence of the target gene is MGLRAAPSSAAAAAAEVEQRRSPGLCPPPLELLLLLLFSLGLLHAGDCQQPAQCRIQKCTTDFVSLTSHLNSAVDGFDSEFCKALRAYAGCTQRTSKACRGNLVYHSAVLGISDLMSQRNCSKDGPTSSTNPEVTHDPCNYHSHAGAREHRRGDQNPPSYLFCGLFGDPHLRTFKDNFQTCKVEGAWPLIDNNYLSVQVTNVPVVPGSSATATNKITIIFKAHHECTDQKVYQAVTDDLPAAFVDGTTSGGDSDAKSLRIVERESGHYVEMHARYIGTTVFVRQVGRYLTLAIRMPEDLA.... Result: 0 (no interaction). (4) The miRNA is hsa-miR-4663 with sequence AGCUGAGCUCCAUGGACGUGCAGU. The protein sequence of the target gene is MLKMAEPIASLMIVECRACLRCSPLFLYQREKDRMTENMKECLAQTNAAVGDMVTVVKTEVCSPLRDQEYGQPCSRRPDSSAMEVEPKKLKGKRDLIVPKSFQQVDFWFCESCQEYFVDECPNHGPPVFVSDTPVPVGIPDRAALTIPQGMEVVKDTSGESDVRCVNEVIPKGHIFGPYEGQISTQDKSAGFFSWLIVDKNNRYKSIDGSDETKANWMRYVVISREEREQNLLAFQHSERIYFRACRDIRPGEWLRVWYSEDYMKRLHSMSQETIHRNLARGEKRLQREKSEQVLDNPED.... Result: 0 (no interaction). (5) The miRNA is hsa-miR-584-3p with sequence UCAGUUCCAGGCCAACCAGGCU. The protein sequence of the target gene is MLQTLYDYFWWERLWLPVNLTWADLEDKDGRVYAKASDLYITLPLALLFLVIRYFFELYVATPLAALLNVKEKTRLRAPPNATLEHFYQTSGKQPKQVEVDLLSRQSGLSGRQVERWFRRRRNQDRPSLLKKFREASWRFTYYLIAFVAGMAVTVDKPWFYDLRKVWEGYPIQSIIPSQYWYYMIELSFYWSLLFSIASDVKRKDFKEQIIHHVATIILLCFSWFANYVRAGTLIMALHDASDYLLESAKMFNYAGWKNTCNNLFIVFAIVFIITRLVIMPFWILHCTMIYPLELYPAFF.... Result: 0 (no interaction). (6) The miRNA is hsa-miR-379-5p with sequence UGGUAGACUAUGGAACGUAGG. The protein sequence of the target gene is MSTERTSWTSLSTIQKIALGLGIPASATVAYILYRRYRESREERLTFVGEDDIEIEMRVPQEAVKLIIGRQGANIKQLRKQTGARIDVDTEDVGDERVLLISGFPVQVCKAKAAIHQILTENTPVSEQLSVPQRSVGRIIGRGGETIRSICKASGAKITCDKESEGTLLLSRLIKISGTQKEVAAAKHLILEKVSEDEELRKRIAHSAETRVPRKQPISVRREDMTEPGGAGEPALWKNTSSSMEPTAPLVTPPPKGGGDMAVVVSKEGSWEKPSDDSFQKSEAQAIPEMPMFEIPSPDF.... Result: 1 (interaction). (7) The miRNA is rno-miR-342-3p with sequence UCUCACACAGAAAUCGCACCCGU. The protein sequence of the target gene is MDWSFFRVVAMLFIFLVVVEVNSEFRIQVRDYNTKNGTIKWHSIRRQKREWIKFAAACREGEDNSKRNPIAKIHSDCAANQQVTYRISGVGIDQPPYGIFVINQKTGEINITSIVDREVTPFFIIYCRALNSMGQDLERPLELRVRVLDINDNPPVFSMATFAGQIEENSNANTLVMILNATDADEPNNLNSKIAFKIIRQEPSDSPMFIINRNTGEIRTMNNFLDREQYGQYALAVRGSDRDGGADGMSAECECNIKILDVNDNIPYMEQSSYTIEIQENTLNSNLLEIRVIDLDEEFS.... Result: 0 (no interaction).